This data is from Forward reaction prediction with 1.9M reactions from USPTO patents (1976-2016). The task is: Predict the product of the given reaction. Given the reactants [CH3:1][C:2]1[C:11]2[C:10](=[O:12])[O:9][C:8](=O)[NH:7][C:6]=2[CH:5]=[CH:4][C:3]=1[N+:14]([O-:16])=[O:15].NC1C=CC=C(C)C=1C(O)=O.C(=O)([O-])[O-].[Na+].[Na+], predict the reaction product. The product is: [CH3:8][O:9][C:10](=[O:12])[C:11]1[C:6]([NH2:7])=[CH:5][CH:4]=[C:3]([N+:14]([O-:16])=[O:15])[C:2]=1[CH3:1].